Dataset: Forward reaction prediction with 1.9M reactions from USPTO patents (1976-2016). Task: Predict the product of the given reaction. (1) Given the reactants CN(C)C=O.[C:6]([O:25][CH2:26][CH2:27]Br)([C:19]1[CH:24]=[CH:23][CH:22]=[CH:21][CH:20]=1)([C:13]1[CH:18]=[CH:17][CH:16]=[CH:15][CH:14]=1)[C:7]1[CH:12]=[CH:11][CH:10]=[CH:9][CH:8]=1.[Br:29][C:30]1[N:31]=[CH:32][NH:33][CH:34]=1.[H-].[Na+], predict the reaction product. The product is: [Br:29][C:30]1[N:31]=[CH:32][N:33]([CH2:27][CH2:26][O:25][C:6]([C:13]2[CH:18]=[CH:17][CH:16]=[CH:15][CH:14]=2)([C:7]2[CH:8]=[CH:9][CH:10]=[CH:11][CH:12]=2)[C:19]2[CH:24]=[CH:23][CH:22]=[CH:21][CH:20]=2)[CH:34]=1. (2) Given the reactants F[C:2]1[C:7]([F:8])=[CH:6][C:5](I)=[CH:4][N:3]=1.[CH3:10][C:11]1([CH2:15][OH:16])[CH2:14][O:13][CH2:12]1.[C:17]1([C:23]#[CH:24])[CH:22]=[CH:21][CH:20]=[CH:19][CH:18]=1, predict the reaction product. The product is: [F:8][C:7]1[C:2]([O:16][CH2:15][C:11]2([CH3:10])[CH2:14][O:13][CH2:12]2)=[N:3][CH:4]=[C:5]([C:24]#[C:23][C:17]2[CH:22]=[CH:21][CH:20]=[CH:19][CH:18]=2)[CH:6]=1. (3) The product is: [F:3][C:4]([F:24])([F:25])[C:5]([C:14]1[CH:15]=[C:16]([CH2:21][CH2:22][CH3:23])[C:17]([OH:20])=[C:18]([I:1])[CH:19]=1)([O:10][CH2:11][O:12][CH3:13])[C:6]([F:8])([F:7])[F:9]. Given the reactants [I:1]I.[F:3][C:4]([F:25])([F:24])[C:5]([C:14]1[CH:19]=[CH:18][C:17]([OH:20])=[C:16]([CH2:21][CH2:22][CH3:23])[CH:15]=1)([O:10][CH2:11][O:12][CH3:13])[C:6]([F:9])([F:8])[F:7].S([O-])([O-])(=O)=S.[Na+].[Na+], predict the reaction product.